Predict the product of the given reaction. From a dataset of Forward reaction prediction with 1.9M reactions from USPTO patents (1976-2016). (1) Given the reactants [F:1][C:2]1([F:18])[CH2:17][C:6]2[S:7][C:8]([NH2:16])=[C:9]([C:10]3[O:14][N:13]=[C:12]([CH3:15])[N:11]=3)[C:5]=2[CH2:4][CH2:3]1.[C:19]12[C:27](=[O:28])[O:26][C:24](=[O:25])[C:20]=1[CH2:21][CH2:22][CH2:23]2, predict the reaction product. The product is: [F:18][C:2]1([F:1])[CH2:17][C:6]2[S:7][C:8]([NH:16][C:27]([C:19]3[CH2:23][CH2:22][CH2:21][C:20]=3[C:24]([OH:26])=[O:25])=[O:28])=[C:9]([C:10]3[O:14][N:13]=[C:12]([CH3:15])[N:11]=3)[C:5]=2[CH2:4][CH2:3]1. (2) Given the reactants [C:1]([C:5]1[CH:6]=[C:7](B(OC)OC)[CH:8]=[C:9]([C:11]([CH3:14])([CH3:13])[CH3:12])[CH:10]=1)([CH3:4])([CH3:3])[CH3:2].[Br:20][C:21]1[CH:26]=[CH:25][CH:24]=[C:23](Br)[N:22]=1.C(=O)([O-])[O-].[Na+].[Na+], predict the reaction product. The product is: [Br:20][C:21]1[CH:26]=[CH:25][CH:24]=[C:23]([C:7]2[CH:6]=[C:5]([C:1]([CH3:4])([CH3:3])[CH3:2])[CH:10]=[C:9]([C:11]([CH3:14])([CH3:13])[CH3:12])[CH:8]=2)[N:22]=1. (3) The product is: [CH3:1][C:2]([CH3:26])([CH3:25])[C@H:3]([N:11]1[CH2:15][CH2:14][N:13]([CH2:16][C:17]2[CH:22]=[CH:21][CH:20]=[C:19]([CH3:23])[N:18]=2)[C:12]1=[O:24])[C:4]([OH:6])=[O:5]. Given the reactants [CH3:1][C:2]([CH3:26])([CH3:25])[C@H:3]([N:11]1[CH2:15][CH2:14][N:13]([CH2:16][C:17]2[CH:22]=[CH:21][CH:20]=[C:19]([CH3:23])[N:18]=2)[C:12]1=[O:24])[C:4]([O:6]C(C)(C)C)=[O:5].FC(F)(F)C(O)=O, predict the reaction product.